This data is from Reaction yield outcomes from USPTO patents with 853,638 reactions. The task is: Predict the reaction yield, written as a fraction of the theoretical maximum amount of product (1.0 means a 100% yield; for example, 0.34 means a 34% yield). (1) The reactants are [Cl:1][C:2]1[CH:11]=[C:10]([Cl:12])[C:9]([OH:13])=[C:8]2[C:3]=1[CH:4]=[CH:5][C:6]([CH3:14])=[N:7]2.[Se](=O)=[O:16]. The catalyst is O1CCOCC1. The product is [Cl:1][C:2]1[CH:11]=[C:10]([Cl:12])[C:9]([OH:13])=[C:8]2[C:3]=1[CH:4]=[CH:5][C:6]([CH:14]=[O:16])=[N:7]2. The yield is 1.00. (2) The reactants are [C:1](/[N:3]=[C:4](\SC)/[NH:5][C:6]1[CH:11]=[C:10]([Cl:12])[C:9]([Cl:13])=[C:8]([Cl:14])[CH:7]=1)#[N:2].[NH2:17][NH2:18]. The catalyst is C(O)C. The product is [Cl:12][C:10]1[CH:11]=[C:6]([NH:5][C:4]2[N:3]=[C:1]([NH2:2])[NH:18][N:17]=2)[CH:7]=[C:8]([Cl:14])[C:9]=1[Cl:13]. The yield is 0.240.